This data is from Catalyst prediction with 721,799 reactions and 888 catalyst types from USPTO. The task is: Predict which catalyst facilitates the given reaction. Reactant: CC1(C)C(C)(C)[O:5][B:4]([C:9]2[CH:19]=[CH:18][C:12]3[O:13][CH2:14][C:15](=[O:17])[NH:16][C:11]=3[CH:10]=2)[O:3]1.C1(B(O)O)C=CC=CC=1.Cl. Product: [O:17]=[C:15]1[CH2:14][O:13][C:12]2[CH:18]=[CH:19][C:9]([B:4]([OH:5])[OH:3])=[CH:10][C:11]=2[NH:16]1. The catalyst class is: 10.